Regression. Given a peptide amino acid sequence and an MHC pseudo amino acid sequence, predict their binding affinity value. This is MHC class I binding data. From a dataset of Peptide-MHC class I binding affinity with 185,985 pairs from IEDB/IMGT. (1) The peptide sequence is ELAPIRVNA. The MHC is HLA-B44:02 with pseudo-sequence HLA-B44:02. The binding affinity (normalized) is 0.213. (2) The peptide sequence is KEEILGTVSW. The MHC is HLA-B40:02 with pseudo-sequence HLA-B40:02. The binding affinity (normalized) is 0.484. (3) The peptide sequence is SDYLELDKI. The MHC is Patr-B2401 with pseudo-sequence Patr-B2401. The binding affinity (normalized) is 0.702. (4) The peptide sequence is LIPLWMAGL. The MHC is HLA-A26:01 with pseudo-sequence HLA-A26:01. The binding affinity (normalized) is 0.159. (5) The MHC is HLA-B15:01 with pseudo-sequence HLA-B15:01. The peptide sequence is LIPFLILFI. The binding affinity (normalized) is 0.431. (6) The peptide sequence is WFVGLSPTV. The MHC is Patr-A0701 with pseudo-sequence Patr-A0701. The binding affinity (normalized) is 0.135. (7) The peptide sequence is RALIKTLPRASYSSH. The MHC is HLA-A26:01 with pseudo-sequence HLA-A26:01. The binding affinity (normalized) is 0.00591.